This data is from Catalyst prediction with 721,799 reactions and 888 catalyst types from USPTO. The task is: Predict which catalyst facilitates the given reaction. (1) Reactant: Br[C:2]1[CH:11]=[C:10]2[C:5]([CH2:6][CH2:7][N:8]([C:12]3[CH:17]=[C:16]([N:18]4[CH2:23][CH2:22][N:21]([CH3:24])[CH2:20][CH2:19]4)[N:15]=[C:14]([NH2:25])[N:13]=3)[CH2:9]2)=[CH:4][CH:3]=1.[CH3:26][C:27]1[N:32]=[C:31]([NH2:33])[CH:30]=[CH:29][CH:28]=1.CC(C)([O-])C.[K+].O1CCCC1.C1(P(C2CCCCC2)C2C=CC=CC=2C2C=CC=CC=2)CCCCC1. Product: [NH2:25][C:14]1[N:13]=[C:12]([N:8]2[CH2:7][CH2:6][C:5]3[C:10](=[CH:11][C:2]([NH:33][C:31]4[CH:30]=[CH:29][CH:28]=[C:27]([CH3:26])[N:32]=4)=[CH:3][CH:4]=3)[CH2:9]2)[CH:17]=[C:16]([N:18]2[CH2:19][CH2:20][N:21]([CH3:24])[CH2:22][CH2:23]2)[N:15]=1. The catalyst class is: 167. (2) Reactant: [CH3:1][N:2]([CH3:23])[CH2:3][CH2:4][C:5]1[CH:6]=[C:7]([NH:15]C(=O)OC(C)(C)C)[CH:8]=[C:9]([C:11]([F:14])([F:13])[F:12])[CH:10]=1.[ClH:24].C(OCC)C. Product: [ClH:24].[CH3:23][N:2]([CH3:1])[CH2:3][CH2:4][C:5]1[CH:6]=[C:7]([CH:8]=[C:9]([C:11]([F:12])([F:14])[F:13])[CH:10]=1)[NH2:15]. The catalyst class is: 5. (3) The catalyst class is: 10. Reactant: C(N(CC)CC)C.[CH:8]([C:10]([CH2:12][CH3:13])=[O:11])=[CH2:9].[C:14]1([CH3:24])[CH:19]=[CH:18][C:17](S([O-])(=O)=O)=[CH:16][CH:15]=1.[NH+]1[CH:30]=[CH:29][CH:28]=[CH:27][CH:26]=1.N[C@H:32]([C:40](O)=[O:41])[CH2:33][C:34]1C=C[CH:37]=[CH:36][CH:35]=1.Cl.C([O:48]C)(C)(C)C. Product: [CH2:24]([O:11][C:10]1[CH:12]=[CH:13][C:26]([C@@:27]23[C:40](=[O:41])[CH2:32][CH2:33][CH2:34][C:35]2=[C:36]([CH3:37])[C:30](=[O:48])[CH2:29][CH2:28]3)=[CH:9][CH:8]=1)[C:14]1[CH:19]=[CH:18][CH:17]=[CH:16][CH:15]=1. (4) Reactant: [F:1][C:2]([F:6])([F:5])[CH2:3][OH:4].[H-].[Na+].F[C:10]1[CH:15]=[CH:14][C:13]([N+:16]([O-:18])=[O:17])=[CH:12][CH:11]=1.C(=O)([O-])O.[Na+]. Product: [F:1][C:2]([F:6])([F:5])[CH2:3][O:4][C:10]1[CH:15]=[CH:14][C:13]([N+:16]([O-:18])=[O:17])=[CH:12][CH:11]=1. The catalyst class is: 1. (5) The catalyst class is: 220. Product: [C:33]([C:5]1[C:4]2[C:8](=[CH:9][CH:10]=[C:2]([F:1])[CH:3]=2)[N:7]([NH:11][C:12]([C:14]2[C:15]([CH3:27])=[N:16][C:17]([C:20]3[CH:25]=[CH:24][CH:23]=[C:22]([F:26])[CH:21]=3)=[N:18][CH:19]=2)=[O:13])[CH:6]=1)#[N:32]. Reactant: [F:1][C:2]1[CH:3]=[C:4]2[C:8](=[CH:9][CH:10]=1)[N:7]([NH:11][C:12]([C:14]1[C:15]([CH3:27])=[N:16][C:17]([C:20]3[CH:25]=[CH:24][CH:23]=[C:22]([F:26])[CH:21]=3)=[N:18][CH:19]=1)=[O:13])[CH:6]=[CH:5]2.ClS([N:32]=[C:33]=O)(=O)=O.CCN(CC)CC.